Regression. Given a peptide amino acid sequence and an MHC pseudo amino acid sequence, predict their binding affinity value. This is MHC class I binding data. From a dataset of Peptide-MHC class I binding affinity with 185,985 pairs from IEDB/IMGT. (1) The peptide sequence is LFQLIFFLT. The MHC is HLA-A23:01 with pseudo-sequence HLA-A23:01. The binding affinity (normalized) is 0.176. (2) The peptide sequence is ATAAATEAY. The MHC is HLA-A03:01 with pseudo-sequence HLA-A03:01. The binding affinity (normalized) is 0.0847. (3) The peptide sequence is MIKIALSVA. The MHC is HLA-B15:01 with pseudo-sequence HLA-B15:01. The binding affinity (normalized) is 0.267. (4) The peptide sequence is HTAWDSHWV. The MHC is HLA-A02:03 with pseudo-sequence HLA-A02:03. The binding affinity (normalized) is 0.467. (5) The binding affinity (normalized) is 0.0847. The MHC is HLA-B46:01 with pseudo-sequence HLA-B46:01. The peptide sequence is VLIEVNPPF. (6) The peptide sequence is FVRDFAQL. The MHC is H-2-Db with pseudo-sequence H-2-Db. The binding affinity (normalized) is 0.